This data is from Catalyst prediction with 721,799 reactions and 888 catalyst types from USPTO. The task is: Predict which catalyst facilitates the given reaction. (1) Reactant: [F:1][C:2]1[CH:20]=[CH:19][C:5]([O:6][C:7]2[N:8]=[C:9]3[N:14]=[CH:13][CH:12]=[CH:11][N:10]3[C:15]=2[C:16]([OH:18])=O)=[CH:4][CH:3]=1.ON1C2C=CC=CC=2N=N1.[F:31][C:32]1[CH:38]=[C:37]([F:39])[CH:36]=[CH:35][C:33]=1[NH2:34]. Product: [F:31][C:32]1[CH:38]=[C:37]([F:39])[CH:36]=[CH:35][C:33]=1[NH:34][C:16]([C:15]1[N:10]2[CH:11]=[CH:12][CH:13]=[N:14][C:9]2=[N:8][C:7]=1[O:6][C:5]1[CH:4]=[CH:3][C:2]([F:1])=[CH:20][CH:19]=1)=[O:18]. The catalyst class is: 4. (2) Reactant: [NH2:1][C:2]1[CH:7]=[CH:6][C:5]([CH2:8][C:9]([O:11][CH3:12])=[O:10])=[CH:4][C:3]=1[Br:13].[CH3:14][C:15]1[CH:20]=[CH:19][CH:18]=[CH:17][C:16]=1[N:21]=[C:22]=[O:23].CCN(CC)CC. Product: [Br:13][C:3]1[CH:4]=[C:5]([CH2:8][C:9]([O:11][CH3:12])=[O:10])[CH:6]=[CH:7][C:2]=1[NH:1][C:22]([NH:21][C:16]1[CH:17]=[CH:18][CH:19]=[CH:20][C:15]=1[CH3:14])=[O:23]. The catalyst class is: 1. (3) Reactant: [CH3:1][C:2]([C:22]1[CH:27]=[CH:26][C:25]([S:28][CH3:29])=[CH:24][N:23]=1)([CH2:15][CH:16]1[CH2:21][CH2:20][O:19][CH2:18][CH2:17]1)[C:3](=O)[CH2:4][CH2:5][C:6]([C:8]1[CH:13]=[CH:12][CH:11]=[CH:10][N:9]=1)=O.C([O-])(=O)C.[NH4+:34].C(=O)([O-])O.[Na+]. Product: [CH3:1][C:2]([C:22]1[CH:27]=[CH:26][C:25]([S:28][CH3:29])=[CH:24][N:23]=1)([C:3]1[NH:34][C:6]([C:8]2[CH:13]=[CH:12][CH:11]=[CH:10][N:9]=2)=[CH:5][CH:4]=1)[CH2:15][CH:16]1[CH2:21][CH2:20][O:19][CH2:18][CH2:17]1. The catalyst class is: 342.